Predict the reactants needed to synthesize the given product. From a dataset of Retrosynthesis with 50K atom-mapped reactions and 10 reaction types from USPTO. (1) Given the product COCCOc1cc2ncnc(Oc3ccc(CC(=O)Nc4ccc(N(C)C)cn4)c(OC)c3)c2cc1OC, predict the reactants needed to synthesize it. The reactants are: COCCOc1cc2ncnc(Cl)c2cc1OC.COc1cc(O)ccc1CC(=O)Nc1ccc(N(C)C)cn1. (2) Given the product CCC1(O)CCc2cc(F)ccc21, predict the reactants needed to synthesize it. The reactants are: CC[Mg+].O=C1CCc2cc(F)ccc21. (3) Given the product CC(=O)Nc1nc(C#N)c(Sc2ccccc2N)s1, predict the reactants needed to synthesize it. The reactants are: CC(=O)Nc1nc(C#N)c(Cl)s1.Nc1ccccc1S. (4) Given the product COc1ccc(CSc2cc(Cl)ncc2[N+](=O)[O-])cc1, predict the reactants needed to synthesize it. The reactants are: COc1ccc(CS)cc1.O=[N+]([O-])c1cnc(Cl)cc1Cl. (5) Given the product Cc1cccc(-n2nc(C(C)(C)C)cc2NC(=O)Nc2ccc(Oc3ccnc4[nH]c(=O)c5c(c34)CCCC5)cc2)c1, predict the reactants needed to synthesize it. The reactants are: Cc1cccc(-n2nc(C(C)(C)C)cc2NC(=O)OCC(Cl)(Cl)Cl)c1.Nc1ccc(Oc2ccnc3[nH]c(=O)c4c(c23)CCCC4)cc1. (6) Given the product CCCCc1ccc(C(=O)Nc2ccc3oc(N(C)C4CCN(C)CC4)nc3c2)cc1, predict the reactants needed to synthesize it. The reactants are: CCCCc1ccc(C(=O)O)cc1.CN1CCC(N(C)c2nc3cc(N)ccc3o2)CC1. (7) Given the product Cn1nc(-c2cnc3[nH]cc(C(=O)NC(C)(C)C(=O)O)c3n2)c2ccc(F)cc21, predict the reactants needed to synthesize it. The reactants are: Cn1nc(-c2cnc3[nH]cc(C(=O)NC(C)(C)C(=O)OC(C)(C)C)c3n2)c2ccc(F)cc21.